From a dataset of Forward reaction prediction with 1.9M reactions from USPTO patents (1976-2016). Predict the product of the given reaction. (1) Given the reactants [Br:1][C:2]1[CH:7]=[C:6]([C:8]([C:10]2[NH:14][C:13]3[CH:15]=[CH:16][C:17]([N:19]4[CH2:24][CH2:23][CH:22]([N:25]([CH3:27])[CH3:26])[CH2:21][CH2:20]4)=[CH:18][C:12]=3[N:11]=2)=[O:9])[CH:5]=[CH:4][N:3]=1.[H-].[Na+].[CH3:30][Si:31]([CH3:38])([CH3:37])[CH2:32][CH2:33][O:34][CH2:35]Cl.Cl, predict the reaction product. The product is: [Br:1][C:2]1[CH:7]=[C:6]([C:8]([C:10]2[N:14]([CH2:35][O:34][CH2:33][CH2:32][Si:31]([CH3:38])([CH3:37])[CH3:30])[C:13]3[CH:15]=[CH:16][C:17]([N:19]4[CH2:20][CH2:21][CH:22]([N:25]([CH3:27])[CH3:26])[CH2:23][CH2:24]4)=[CH:18][C:12]=3[N:11]=2)=[O:9])[CH:5]=[CH:4][N:3]=1. (2) Given the reactants C(O)(=O)C.C([O-])(=O)C.[Na+].Cl.[NH2:11][C@H:12]([C:18]([O:20][CH3:21])=[O:19])[CH2:13][C:14]([O:16][CH3:17])=[O:15].CO[CH:24]1[CH2:28][CH2:27][CH:26](OC)O1, predict the reaction product. The product is: [N:11]1([C@@H:12]([CH2:13][C:14]([O:16][CH3:17])=[O:15])[C:18]([O:20][CH3:21])=[O:19])[CH:24]=[CH:28][CH:27]=[CH:26]1. (3) Given the reactants [C:1]([N:8]1[CH2:15][C@@H:14]([OH:16])[CH2:13][C@H:9]1[C:10]([OH:12])=O)([O:3][C:4]([CH3:7])([CH3:6])[CH3:5])=[O:2].[CH:17]1[CH:22]=NC2N(O)N=[N:25][C:19]=2[CH:18]=1.CCN(C(C)C)C(C)C.C1(N)CCC1, predict the reaction product. The product is: [C:4]([O:3][C:1]([N:8]1[CH2:15][C@@H:14]([OH:16])[CH2:13][C@H:9]1[C:10](=[O:12])[NH:25][CH:19]1[CH2:18][CH2:17][CH2:22]1)=[O:2])([CH3:5])([CH3:6])[CH3:7]. (4) Given the reactants C([O:8][C:9](=[O:39])[CH:10]([N:22]1[CH:26]=[CH:25][N:24]([C:27]2[CH:32]=[CH:31][C:30]([C:33]3[CH:38]=[CH:37][CH:36]=[CH:35][CH:34]=3)=[CH:29][CH:28]=2)[CH2:23]1)[CH2:11][C:12]([O:14][CH2:15][C:16]1[CH:21]=[CH:20][CH:19]=[CH:18][CH:17]=1)=[O:13])C1C=CC=CC=1, predict the reaction product. The product is: [CH2:15]([O:14][C:12](=[O:13])[CH2:11][CH:10]([N:22]1[CH:26]=[CH:25][N:24]([C:27]2[CH:28]=[CH:29][C:30]([C:33]3[CH:34]=[CH:35][CH:36]=[CH:37][CH:38]=3)=[CH:31][CH:32]=2)[CH2:23]1)[C:9]([OH:39])=[O:8])[C:16]1[CH:21]=[CH:20][CH:19]=[CH:18][CH:17]=1. (5) Given the reactants [Br:1][C:2]1[CH:7]=[C:6]([N:8]2[CH:12]=[CH:11][CH:10]=[N:9]2)[N:5]2[CH:13]=[C:14]([C:16]([O:18]CC)=O)[N:15]=[C:4]2[CH:3]=1.O.[NH2:22][NH2:23], predict the reaction product. The product is: [Br:1][C:2]1[CH:7]=[C:6]([N:8]2[CH:12]=[CH:11][CH:10]=[N:9]2)[N:5]2[CH:13]=[C:14]([C:16]([NH:22][NH2:23])=[O:18])[N:15]=[C:4]2[CH:3]=1. (6) Given the reactants [CH3:1][O:2][C:3]1[N:8]=[CH:7][C:6]([N:9]([CH2:20][C:21]([OH:23])=O)[S:10]([C:13]2[C:14]([CH3:19])=[CH:15][CH:16]=[CH:17][CH:18]=2)(=[O:12])=[O:11])=[CH:5][CH:4]=1.[CH2:24]([NH:26][CH2:27][C:28]1[CH:33]=[CH:32][CH:31]=[CH:30][N:29]=1)[CH3:25], predict the reaction product. The product is: [CH2:24]([N:26]([CH2:27][C:28]1[CH:33]=[CH:32][CH:31]=[CH:30][N:29]=1)[C:21](=[O:23])[CH2:20][N:9]([C:6]1[CH:7]=[N:8][C:3]([O:2][CH3:1])=[CH:4][CH:5]=1)[S:10]([C:13]1[C:14]([CH3:19])=[CH:15][CH:16]=[CH:17][CH:18]=1)(=[O:11])=[O:12])[CH3:25]. (7) Given the reactants C([O:3][C:4](=[O:43])[C:5]([CH3:42])([CH3:41])[CH2:6][NH:7][C:8]([C:10]1[C:11]([OH:40])=[C:12]2[C:17](=[C:18]([C:20]3[CH:21]=[N:22][CH:23]=[CH:24][CH:25]=3)[N:19]=1)[N:16]([CH2:26][C:27]1[CH:32]=[CH:31][CH:30]=[CH:29][CH:28]=1)[C:15](=[O:33])[C:14]([C:34]1[CH:39]=[CH:38][CH:37]=[CH:36][CH:35]=1)=[CH:13]2)=[O:9])C.[OH-].[Na+].CO.C1COCC1, predict the reaction product. The product is: [CH2:26]([N:16]1[C:17]2[C:12](=[C:11]([OH:40])[C:10]([C:8]([NH:7][CH2:6][C:5]([CH3:42])([CH3:41])[C:4]([OH:43])=[O:3])=[O:9])=[N:19][C:18]=2[C:20]2[CH:21]=[N:22][CH:23]=[CH:24][CH:25]=2)[CH:13]=[C:14]([C:34]2[CH:35]=[CH:36][CH:37]=[CH:38][CH:39]=2)[C:15]1=[O:33])[C:27]1[CH:32]=[CH:31][CH:30]=[CH:29][CH:28]=1. (8) The product is: [OH:12][C:8]1[CH:9]=[C:10]2[C:5](=[CH:6][CH:7]=1)[C:4]([O:14][C:15]1[CH:20]=[CH:19][C:18](/[CH:21]=[CH:22]/[C:23]([OH:25])=[O:24])=[CH:17][C:16]=1[C:26]([F:27])([F:28])[F:29])=[C:3]([C:30]1[CH:31]=[CH:32][CH:33]=[CH:34][CH:35]=1)[C:2]([CH3:1])=[CH:11]2. Given the reactants [CH3:1][C:2]1[C:3]([C:30]2[CH:35]=[CH:34][CH:33]=[CH:32][CH:31]=2)=[C:4]([O:14][C:15]2[CH:20]=[CH:19][C:18](/[CH:21]=[CH:22]/[C:23]([OH:25])=[O:24])=[CH:17][C:16]=2[C:26]([F:29])([F:28])[F:27])[C:5]2[C:10]([CH:11]=1)=[CH:9][C:8]([O:12]C)=[CH:7][CH:6]=2.B(Br)(Br)Br, predict the reaction product. (9) Given the reactants [Cl:1][C:2]1[CH:3]=[C:4]([C:9]2[CH:10]=[C:11]([N+:16]([O-:18])=[O:17])[C:12](O)=[N:13][CH:14]=2)[CH:5]=[CH:6][C:7]=1[Cl:8].C(=O)([O-])O.[Na+].P(Cl)(Cl)([Cl:26])=O, predict the reaction product. The product is: [Cl:26][C:12]1[C:11]([N+:16]([O-:18])=[O:17])=[CH:10][C:9]([C:4]2[CH:5]=[CH:6][C:7]([Cl:8])=[C:2]([Cl:1])[CH:3]=2)=[CH:14][N:13]=1.